This data is from Merck oncology drug combination screen with 23,052 pairs across 39 cell lines. The task is: Regression. Given two drug SMILES strings and cell line genomic features, predict the synergy score measuring deviation from expected non-interaction effect. (1) Drug 1: N#Cc1ccc(Cn2cncc2CN2CCN(c3cccc(Cl)c3)C(=O)C2)cc1. Drug 2: CCc1cnn2c(NCc3ccc[n+]([O-])c3)cc(N3CCCCC3CCO)nc12. Cell line: MDAMB436. Synergy scores: synergy=6.56. (2) Drug 1: COc1cccc2c1C(=O)c1c(O)c3c(c(O)c1C2=O)CC(O)(C(=O)CO)CC3OC1CC(N)C(O)C(C)O1. Drug 2: CCN(CC)CCNC(=O)c1c(C)[nH]c(C=C2C(=O)Nc3ccc(F)cc32)c1C. Cell line: NCIH2122. Synergy scores: synergy=-4.38. (3) Drug 2: Cc1nc(Nc2ncc(C(=O)Nc3c(C)cccc3Cl)s2)cc(N2CCN(CCO)CC2)n1. Synergy scores: synergy=0.375. Drug 1: CC(C)CC(NC(=O)C(Cc1ccccc1)NC(=O)c1cnccn1)B(O)O. Cell line: RPMI7951.